Task: Predict the reactants needed to synthesize the given product.. Dataset: Full USPTO retrosynthesis dataset with 1.9M reactions from patents (1976-2016) (1) Given the product [CH2:19]([O:11][C:3]1[C:2]([F:1])=[C:7]([F:8])[CH:6]=[C:5]([F:9])[C:4]=1[F:10])[CH2:20][CH2:21][CH2:22][CH2:23][CH2:24][CH3:25], predict the reactants needed to synthesize it. The reactants are: [F:1][C:2]1[C:7]([F:8])=[CH:6][C:5]([F:9])=[C:4]([F:10])[C:3]=1[OH:11].C(=O)([O-])[O-].[K+].[K+].Br[CH2:19][CH2:20][CH2:21][CH2:22][CH2:23][CH2:24][CH3:25].O. (2) Given the product [C:25]([C:16]1[CH:17]=[C:18]([S:21]([NH:7][C:6]2[C:2]([CH3:1])=[N:3][O:4][CH:5]=2)(=[O:23])=[O:22])[CH:19]=[CH:20][C:15]=1[F:14])#[N:26], predict the reactants needed to synthesize it. The reactants are: [CH3:1][C:2]1[C:6]([NH2:7])=[CH:5][O:4][N:3]=1.N1C=CC=CC=1.[F:14][C:15]1[CH:20]=[CH:19][C:18]([S:21](Cl)(=[O:23])=[O:22])=[CH:17][C:16]=1[C:25]#[N:26]. (3) The reactants are: [OH:1][CH2:2][C@@H:3]([NH:5][C:6](=[O:12])[O:7][C:8]([CH3:11])([CH3:10])[CH3:9])[CH3:4].[C:13](Cl)(=[O:18])[C:14]([CH3:17])([CH3:16])[CH3:15].CCN(CC)CC.O. Given the product [C:13]([O:1][CH2:2][C@@H:3]([NH:5][C:6]([O:7][C:8]([CH3:11])([CH3:10])[CH3:9])=[O:12])[CH3:4])(=[O:18])[C:14]([CH3:17])([CH3:16])[CH3:15], predict the reactants needed to synthesize it. (4) The reactants are: Br[C:2]1[C:7]([CH:8]([CH3:10])[CH3:9])=[CH:6][C:5]([CH:11]([CH3:13])[CH3:12])=[CH:4][C:3]=1[CH:14]([CH3:16])[CH3:15].[C:17]1(B(O)O)[CH:22]=[CH:21][CH:20]=[CH:19][CH:18]=1.[O-]P([O-])([O-])=O.[K+].[K+].[K+]. Given the product [CH:14]([C:3]1[CH:4]=[C:5]([CH:11]([CH3:13])[CH3:12])[CH:6]=[C:7]([CH:8]([CH3:10])[CH3:9])[C:2]=1[C:17]1[CH:22]=[CH:21][CH:20]=[CH:19][CH:18]=1)([CH3:16])[CH3:15], predict the reactants needed to synthesize it. (5) Given the product [CH:1]1([CH2:4][N:5]2[CH2:30][CH2:29][C@:12]34[C:13]5[C:14]6[O:28][C@H:11]3[C@H:10]([O:31][CH2:41][C:40]3[CH:43]=[CH:44][C:37]([O:36][CH3:35])=[CH:38][CH:39]=3)[CH2:9][CH2:8][C@@:7]4([OH:32])[C@H:6]2[CH2:19][C:18]=5[CH:17]=[CH:16][C:15]=6[O:20][CH2:21][C:22]2[CH:23]=[CH:24][CH:25]=[CH:26][CH:27]=2)[CH2:3][CH2:2]1, predict the reactants needed to synthesize it. The reactants are: [CH:1]1([CH2:4][N:5]2[CH2:30][CH2:29][C@:12]34[C:13]5[C:14]6[O:28][C@H:11]3[C@H:10]([OH:31])[CH2:9][CH2:8][C@@:7]4([OH:32])[C@H:6]2[CH2:19][C:18]=5[CH:17]=[CH:16][C:15]=6[O:20][CH2:21][C:22]2[CH:27]=[CH:26][CH:25]=[CH:24][CH:23]=2)[CH2:3][CH2:2]1.[H-].[Na+].[CH3:35][O:36][C:37]1[CH:44]=[CH:43][C:40]([CH2:41]Br)=[CH:39][CH:38]=1.O. (6) Given the product [CH3:64][O:63][C:46]1[CH:45]=[C:44]([CH:62]=[CH:61][C:47]=1[O:48][CH2:49][C:50]1[N:51]=[C:52]([C:56]2[S:57][CH:58]=[CH:59][CH:60]=2)[O:53][C:54]=1[CH3:55])[CH2:43][N:12]1[C:13]2[CH:1]=[CH:2][CH:3]=[C:4]([O:14][CH2:15][C:16]([CH3:21])([CH3:20])[C:17]([OH:19])=[O:18])[C:5]=2[C:6]2[C:11]1=[CH:10][CH:9]=[CH:8][CH:7]=2, predict the reactants needed to synthesize it. The reactants are: [CH:1]1[C:13]2[NH:12][C:11]3[C:6](=[CH:7][CH:8]=[CH:9][CH:10]=3)[C:5]=2[C:4]([O:14][CH2:15][C:16]([CH3:21])([CH3:20])[C:17]([OH:19])=[O:18])=[CH:3][CH:2]=1.C1C2NC3C(=CC=CC=3)C=2C(OC(C)(C)C(O)=O)=CC=1.Cl[CH2:43][C:44]1[CH:62]=[CH:61][C:47]([O:48][CH2:49][C:50]2[N:51]=[C:52]([C:56]3[S:57][CH:58]=[CH:59][CH:60]=3)[O:53][C:54]=2[CH3:55])=[C:46]([O:63][CH3:64])[CH:45]=1.ClCC1C=CC(OCC2N=C(C3C=CC=CC=3)OC=2C)=C(OC)C=1. (7) Given the product [CH3:96][O:97][C:98]([C@@H:100]1[CH2:104][C@@H:103]([S:105]([C:108]2[CH:113]=[CH:112][CH:111]=[CH:110][C:109]=2[C:114]([F:117])([F:115])[F:116])(=[O:107])=[O:106])[CH2:102][N:101]1[C:118]1[N:119]([CH:124]2[CH2:127][CH2:126][CH2:125]2)[N:120]=[C:121]([CH3:123])[CH:122]=1)=[O:99], predict the reactants needed to synthesize it. The reactants are: C(C1(NC([C@@H]2C[C@@H](S(C3C=CC=CC=3C(F)(F)F)(=O)=O)CN2C2N(C3C=CC=CC=3)N=C(C)C=2)=O)CC1)#N.COC([C@H]1C[C@@H](S(C2C=CC=CC=2C(F)(F)F)(=O)=O)CN1C(=O)CC(=O)C)=O.COC1C=CC(P2(SP(C3C=CC(OC)=CC=3)(=S)S2)=S)=CC=1.Cl.C1(NN)CCC1.[CH3:96][O:97][C:98]([C@H:100]1[CH2:104][C@@H:103]([S:105]([C:108]2[CH:113]=[CH:112][CH:111]=[CH:110][C:109]=2[C:114]([F:117])([F:116])[F:115])(=[O:107])=[O:106])[CH2:102][N:101]1[C:118]1[N:119]([CH:124]2[CH2:127][CH2:126][CH2:125]2)[N:120]=[C:121]([CH3:123])[CH:122]=1)=[O:99]. (8) Given the product [CH3:44][C:41]1([CH3:45])[O:40][CH:39]([CH2:38][O:1][C:2]2[CH:7]=[CH:6][C:5]([C:8]([C:13]3[CH:18]=[CH:17][C:16]([OH:19])=[C:15]([CH3:20])[CH:14]=3)([CH2:11][CH3:12])[CH2:9][CH3:10])=[CH:4][C:3]=2[CH3:21])[CH2:43][O:42]1, predict the reactants needed to synthesize it. The reactants are: [OH:1][C:2]1[CH:7]=[CH:6][C:5]([C:8]([C:13]2[CH:18]=[CH:17][C:16]([OH:19])=[C:15]([CH3:20])[CH:14]=2)([CH2:11][CH3:12])[CH2:9][CH3:10])=[CH:4][C:3]=1[CH3:21].CC([O-])(C)C.[K+].C1(C)C=CC(S(O[CH2:38][CH:39]2[CH2:43][O:42][C:41]([CH3:45])([CH3:44])[O:40]2)(=O)=O)=CC=1.[NH4+].[Cl-]. (9) Given the product [CH3:20][O:19][C:12]1[CH:13]=[CH:14][CH:15]=[C:16]([O:17][CH3:18])[C:11]=1[CH:2]1[N:1]([CH2:32][C:30]2[CH:29]=[N:28][N:27]([C:21]3[CH:22]=[CH:23][CH:24]=[CH:25][CH:26]=3)[CH:31]=2)[C:7](=[O:9])[CH2:6][CH2:5][CH2:4][CH2:3]1, predict the reactants needed to synthesize it. The reactants are: [NH2:1][CH:2]([C:11]1[C:16]([O:17][CH3:18])=[CH:15][CH:14]=[CH:13][C:12]=1[O:19][CH3:20])[CH2:3][CH2:4][CH2:5][CH2:6][C:7]([O:9]C)=O.[C:21]1([N:27]2[CH:31]=[C:30]([CH:32]=O)[CH:29]=[N:28]2)[CH:26]=[CH:25][CH:24]=[CH:23][CH:22]=1.